The task is: Predict the reactants needed to synthesize the given product.. This data is from Full USPTO retrosynthesis dataset with 1.9M reactions from patents (1976-2016). (1) The reactants are: C(OC([N:8]1[CH2:13][CH:12]=[C:11]([C:14]2[C:22]3[S:21][C:20]([NH:23][C:24]([N:26]4[CH2:31][CH2:30][O:29][CH2:28][CH2:27]4)=[O:25])=[N:19][C:18]=3[C:17]([O:32][CH3:33])=[CH:16][CH:15]=2)[CH2:10][CH2:9]1)=O)(C)(C)C.[ClH:34].CO. Given the product [ClH:34].[CH3:33][O:32][C:17]1[C:18]2[N:19]=[C:20]([NH:23][C:24]([N:26]3[CH2:27][CH2:28][O:29][CH2:30][CH2:31]3)=[O:25])[S:21][C:22]=2[C:14]([C:11]2[CH2:12][CH2:13][NH:8][CH2:9][CH:10]=2)=[CH:15][CH:16]=1, predict the reactants needed to synthesize it. (2) Given the product [CH3:1][O:2][C:3]1[CH:12]=[C:11]2[C:6]([CH:7]=[CH:8][C:9]([C:28]#[N:29])=[CH:10]2)=[CH:5][CH:4]=1, predict the reactants needed to synthesize it. The reactants are: [CH3:1][O:2][C:3]1[CH:12]=[C:11]2[C:6]([CH:7]=[CH:8][C:9](OS(C(F)(F)F)(=O)=O)=[CH:10]2)=[CH:5][CH:4]=1.O.C(OCC)(=O)C.[CH3:28][N:29](C)C=O. (3) Given the product [Br:1][C:2]1[S:3][C:4]([Br:10])=[CH:5][C:6]=1[NH:7][C:11](=[O:13])[CH3:12], predict the reactants needed to synthesize it. The reactants are: [Br:1][C:2]1[S:3][C:4]([Br:10])=[CH:5][C:6]=1[N+:7]([O-])=O.[C:11](OC(=O)C)(=[O:13])[CH3:12]. (4) Given the product [NH2:2][CH2:3][CH2:4][C:5]1[CH:12]=[CH:11][C:9]([OH:10])=[C:7]([OH:8])[CH:6]=1, predict the reactants needed to synthesize it. The reactants are: Cl.[NH2:2][CH2:3][CH2:4][C:5]1[CH:12]=[CH:11][C:9]([OH:10])=[C:7]([OH:8])[CH:6]=1.[OH-].[Na+].Cl. (5) Given the product [O:1]=[CH:2][CH2:3][CH2:4][CH2:5][CH2:6][CH2:7][CH2:8][CH2:9][CH2:10][CH2:11][CH2:12][CH2:13][CH:14]([C:15]([O:17][CH2:18][CH3:19])=[O:16])[C:20]([O:22][CH2:23][CH3:24])=[O:21], predict the reactants needed to synthesize it. The reactants are: [OH:1][CH2:2][CH2:3][CH2:4][CH2:5][CH2:6][CH2:7][CH2:8][CH2:9][CH2:10][CH2:11][CH2:12][CH2:13][CH:14]([C:20]([O:22][CH2:23][CH3:24])=[O:21])[C:15]([O:17][CH2:18][CH3:19])=[O:16].C1C=C[NH+]=CC=1.[O-][Cr](Cl)(=O)=O. (6) The reactants are: [F:1][C:2]1[CH:7]=[C:6]([F:8])[CH:5]=[CH:4][C:3]=1[OH:9].C1N2CN3CN(C2)CN1C3.S(=O)(=O)(O)O.FC(F)(F)[C:27](O)=[O:28]. Given the product [F:1][C:2]1[CH:7]=[C:6]([F:8])[CH:5]=[C:4]([CH:27]=[O:28])[C:3]=1[OH:9], predict the reactants needed to synthesize it. (7) Given the product [NH2:23][CH2:21][CH2:8][C:9]1[CH:14]=[CH:13][C:12]([OH:36])=[C:11]([OH:51])[CH:10]=1, predict the reactants needed to synthesize it. The reactants are: CCC(CO[C:8]([C:21]([N:23](CC[NH+](C)C)C)=O)(C1C=CC=CC=1)[C:9]1[CH:14]=[CH:13][CH:12]=[CH:11][CH:10]=1)CC.[Cl-].C(N(CC(O)=O)CC(O)=O)CN(CC(O)=O)CC(O)=[O:36].[OH-:51].[Na+].